Dataset: Forward reaction prediction with 1.9M reactions from USPTO patents (1976-2016). Task: Predict the product of the given reaction. (1) The product is: [F:1][C:2]1[CH:7]=[CH:6][C:5]([F:8])=[CH:4][C:3]=1[C@H:9]1[CH2:13][CH2:12][CH2:11][N:10]1[C:14]1[CH:19]=[CH:18][N:17]2[N:20]=[CH:21][C:22]([C:23]([NH:25][C@H:26]3[CH2:30][CH2:29][N:28]([S:31](=[O:33])(=[O:32])[NH2:34])[CH2:27]3)=[O:24])=[C:16]2[CH:15]=1. Given the reactants [F:1][C:2]1[CH:7]=[CH:6][C:5]([F:8])=[CH:4][C:3]=1[C@H:9]1[CH2:13][CH2:12][CH2:11][N:10]1[C:14]1[CH:19]=[CH:18][N:17]2[N:20]=[CH:21][C:22]([C:23]([NH:25][C@H:26]3[CH2:30][CH2:29][NH:28][CH2:27]3)=[O:24])=[C:16]2[CH:15]=1.[S:31](N)([NH2:34])(=[O:33])=[O:32], predict the reaction product. (2) Given the reactants [CH2:1]([C:5]1[C:6](=[O:13])[NH:7][C:8](=S)[NH:9][C:10]=1[CH3:11])[CH2:2][CH2:3][CH3:4].ClCC(O)=[O:17], predict the reaction product. The product is: [CH2:1]([C:5]1[C:6](=[O:13])[NH:7][C:8](=[O:17])[NH:9][C:10]=1[CH3:11])[CH2:2][CH2:3][CH3:4]. (3) Given the reactants C(O[C:6]([N:8]1[CH2:13][CH2:12][CH:11]([N:14]2[C:22]3[C:17](=[CH:18][C:19]([C:23]([N:25]4[CH2:30][CH2:29][N:28]([CH:31]([CH3:33])[CH3:32])[CH2:27][CH2:26]4)=[O:24])=[CH:20][CH:21]=3)[CH:16]=[CH:15]2)[CH2:10][CH2:9]1)=O)(C)(C)C.Cl.O1CCO[CH2:37][CH2:36]1, predict the reaction product. The product is: [CH:31]([N:28]1[CH2:27][CH2:26][N:25]([C:23]([C:19]2[CH:20]=[C:21]3[C:22](=[CH:17][CH:18]=2)[N:14]([CH:11]2[CH2:12][CH2:13][N:8]([CH2:6][CH2:36][CH3:37])[CH2:9][CH2:10]2)[CH:15]=[CH:16]3)=[O:24])[CH2:30][CH2:29]1)([CH3:33])[CH3:32]. (4) Given the reactants [Li+].[Cl-].[CH3:3][N:4]1[C:12](=[O:13])[C:11]2[N:10]([CH3:14])[CH:9]=[N:8][C:7]=2[N:6]([CH3:15])[C:5]1=[O:16].IC1C=CC=CC=1.[Cl:24][C:25]1[CH:30]=[CH:29][C:28](I)=[CH:27][CH:26]=1, predict the reaction product. The product is: [Cl:24][C:25]1[CH:30]=[CH:29][C:28]([C:9]2[N:10]([CH3:14])[C:11]3[C:12](=[O:13])[N:4]([CH3:3])[C:5](=[O:16])[N:6]([CH3:15])[C:7]=3[N:8]=2)=[CH:27][CH:26]=1. (5) The product is: [NH2:47][C@H:43]1[C@H:42]([O:41][CH3:40])[CH2:46][N:45]([C:2]2[C:7]([C:8]3[CH:9]=[N:10][CH:11]=[C:12]([F:14])[CH:13]=3)=[CH:6][C:5]([C:15]([NH:17][C:18]3[CH:23]=[CH:22][C:21]([O:24][C:25]([Cl:28])([F:27])[F:26])=[CH:20][CH:19]=3)=[O:16])=[CH:4][N:3]=2)[CH2:44]1. Given the reactants Cl[C:2]1[C:7]([C:8]2[CH:9]=[N:10][CH:11]=[C:12]([F:14])[CH:13]=2)=[CH:6][C:5]([C:15]([NH:17][C:18]2[CH:23]=[CH:22][C:21]([O:24][C:25]([Cl:28])([F:27])[F:26])=[CH:20][CH:19]=2)=[O:16])=[CH:4][N:3]=1.CCN(C(C)C)C(C)C.Cl.Cl.[CH3:40][O:41][C@@H:42]1[CH2:46][NH:45][CH2:44][C@H:43]1[NH2:47].C([O-])([O-])=O.[Na+].[Na+], predict the reaction product. (6) Given the reactants [CH2:1]([O:8][C:9](=[O:23])[CH2:10][C@@H:11]([C:20]([OH:22])=O)[NH:12][C:13]([O:15][C:16]([CH3:19])([CH3:18])[CH3:17])=[O:14])[C:2]1[CH:7]=[CH:6][CH:5]=[CH:4][CH:3]=1.[CH2:24]([NH2:28])[CH2:25][CH2:26][CH3:27].CCN=C=NCCCN(C)C.Cl.C1C=CC2N(O)N=NC=2C=1, predict the reaction product. The product is: [CH2:1]([O:8][C:9](=[O:23])[CH2:10][C@@H:11]([C:20]([NH:28][CH2:24][CH2:25][CH2:26][CH3:27])=[O:22])[NH:12][C:13]([O:15][C:16]([CH3:17])([CH3:18])[CH3:19])=[O:14])[C:2]1[CH:3]=[CH:4][CH:5]=[CH:6][CH:7]=1. (7) Given the reactants [C:1]([O:5][C:6](=[O:19])[NH:7][C:8]1[CH:13]=[CH:12][C:11]([C:14]#[N:15])=[CH:10][C:9]=1[N+:16]([O-])=O)([CH3:4])([CH3:3])[CH3:2].C(N(CC)CC)C, predict the reaction product. The product is: [C:1]([O:5][C:6](=[O:19])[NH:7][C:8]1[CH:13]=[CH:12][C:11]([C:14]#[N:15])=[CH:10][C:9]=1[NH2:16])([CH3:4])([CH3:2])[CH3:3]. (8) Given the reactants [F:1][C:2]1[C:3]([F:13])=[C:4]([F:12])[C:5]2[S:9][C:8]([NH2:10])=[N:7][C:6]=2[CH:11]=1.[F:14]C(F)(F)OC1C=C(C=CC=1)C(Cl)=O.Br[CH:29]([CH2:34][CH3:35])[C:30]([O:32]C)=[O:31].COC1C=CC2N=C(N)SC=2C=1.Cl[C:49]1[CH:50]=[C:51]([CH:55]=[CH:56]C=1)[C:52](Cl)=O.BrCC([O:62][CH2:63][CH3:64])=O, predict the reaction product. The product is: [F:1][C:2]1[C:3]([F:13])=[C:4]([F:12])[C:5]2[S:9][C:8](=[N:10][C:63](=[O:62])[C:64]3[CH:56]=[CH:55][C:51]([CH3:52])=[C:50]([F:14])[CH:49]=3)[N:7]([CH:29]([CH2:34][CH3:35])[C:30]([OH:32])=[O:31])[C:6]=2[CH:11]=1. (9) The product is: [C:12]1([CH3:17])[CH:13]=[CH:14][CH:15]=[CH:16][C:11]=1[N:8]1[CH:9]=[CH:10][C:6]([C:4]([OH:5])=[O:3])=[N:7]1. Given the reactants C([O:3][C:4]([C:6]1[CH:10]=[CH:9][N:8]([C:11]2[CH:16]=[CH:15][CH:14]=[CH:13][C:12]=2[CH3:17])[N:7]=1)=[O:5])C.[OH-].[Na+], predict the reaction product.